Task: Predict which catalyst facilitates the given reaction.. Dataset: Catalyst prediction with 721,799 reactions and 888 catalyst types from USPTO (1) Reactant: [CH3:1][O:2][C:3]1[CH:4]=[C:5]([C:9]2[N:10]=[CH:11][N:12]([C:14]([O-:16])=[O:15])[CH:13]=2)[CH:6]=[CH:7][CH:8]=1.CNC1CCN([C:25]2[CH:30]=[CH:29][CH:28]=[CH:27][CH:26]=2)CC1. Product: [CH3:1][O:2][C:3]1[CH:4]=[C:5]([C:9]2[N:10]=[CH:11][N:12]([C:14]([O:16][C:25]3[CH:30]=[CH:29][CH:28]=[CH:27][CH:26]=3)=[O:15])[CH:13]=2)[CH:6]=[CH:7][CH:8]=1. The catalyst class is: 7. (2) Reactant: [NH:1]([C:15]([O:17][C:18]([CH3:21])([CH3:20])[CH3:19])=[O:16])[C@@H:2]([C:8]([O:10][C:11]([CH3:14])([CH3:13])[CH3:12])=[O:9])[CH2:3][CH2:4][C:5](=[O:7])O.ON1C(=O)CCC1=O.CCN=C=NCCCN(C)C.Cl.Cl.CCN(C(C)C)C(C)C.[NH2:52][C@@H:53]([C:64]([O:66][CH:67]([CH3:69])[CH3:68])=[O:65])[CH2:54][C:55]1[C:63]2[C:58](=[CH:59][CH:60]=[CH:61][CH:62]=2)[NH:57][CH:56]=1.Cl. Product: [NH:1]([C:15]([O:17][C:18]([CH3:21])([CH3:20])[CH3:19])=[O:16])[C@@H:2]([C:8]([O:10][C:11]([CH3:14])([CH3:13])[CH3:12])=[O:9])[CH2:3][CH2:4][C:5]([NH:52][C@@H:53]([C:64]([O:66][CH:67]([CH3:69])[CH3:68])=[O:65])[CH2:54][C:55]1[C:63]2[C:58](=[CH:59][CH:60]=[CH:61][CH:62]=2)[NH:57][CH:56]=1)=[O:7]. The catalyst class is: 3. (3) Reactant: [I:1]I.[C:3]1([N:9]2[CH2:13][CH2:12][CH2:11][CH2:10]2)[CH:8]=[CH:7][CH:6]=[CH:5][CH:4]=1.C(=O)(O)[O-].[Na+].S([O-])([O-])(=O)=S.[Na+].[Na+]. Product: [I:1][C:6]1[CH:7]=[CH:8][C:3]([N:9]2[CH2:13][CH2:12][CH2:11][CH2:10]2)=[CH:4][CH:5]=1. The catalyst class is: 97. (4) Reactant: [CH3:1][NH:2][C:3](=[O:17])[C:4]1[CH:9]=[C:8]([C:10]#[N:11])[C:7]([CH2:12]O)=[CH:6][C:5]=1[N:14]([CH3:16])[CH3:15].N12CCCN=C1CCCCC2.C1(P([N:43]=[N+:44]=[N-:45])(C2C=CC=CC=2)=O)C=CC=CC=1. Product: [CH3:1][NH:2][C:3](=[O:17])[C:4]1[CH:9]=[C:8]([C:10]#[N:11])[C:7]([CH2:12][N:43]=[N+:44]=[N-:45])=[CH:6][C:5]=1[N:14]([CH3:16])[CH3:15]. The catalyst class is: 7. (5) Reactant: CC1(C)[O:7][C@@H:6]2[C@@H:8]([OH:13])[C@@H:9]([OH:12])[CH2:10][O:11][C@H:5]2[CH2:4][O:3]1.Cl. Product: [OH:3][CH2:4][C@H:5]1[C@H:6]([OH:7])[C@@H:8]([OH:13])[C@@H:9]([OH:12])[CH2:10][O:11]1. The catalyst class is: 5. (6) Reactant: [CH3:1][C:2]([CH3:7])([CH3:6])[C@H:3]([NH2:5])[CH3:4].[CH2:8]([O:10][C:11]([C:13]1[O:17][C:16]([CH2:18][O:19][C:20]2[CH:25]=[CH:24][CH:23]=[CH:22][CH:21]=2)=[N:15][C:14]=1[CH2:26][CH2:27]OS(C)(=O)=O)=[O:12])[CH3:9]. Product: [CH2:8]([O:10][C:11]([C:13]1[O:17][C:16]([CH2:18][O:19][C:20]2[CH:25]=[CH:24][CH:23]=[CH:22][CH:21]=2)=[N:15][C:14]=1[CH2:26][CH2:27][NH:5][C@H:3]([CH3:4])[C:2]([CH3:7])([CH3:6])[CH3:1])=[O:12])[CH3:9]. The catalyst class is: 1.